This data is from Catalyst prediction with 721,799 reactions and 888 catalyst types from USPTO. The task is: Predict which catalyst facilitates the given reaction. (1) Product: [N:21]1([C:2]2[N:7]=[C:6]([C:8]3[CH:20]=[CH:19][C:11]4[N:12]=[C:13]([NH:15][C:16](=[O:18])[CH3:17])[S:14][C:10]=4[CH:9]=3)[CH:5]=[CH:4][N:3]=2)[CH2:26][CH2:25][CH2:24][CH2:23][CH2:22]1. The catalyst class is: 16. Reactant: Cl[C:2]1[N:7]=[C:6]([C:8]2[CH:20]=[CH:19][C:11]3[N:12]=[C:13]([NH:15][C:16](=[O:18])[CH3:17])[S:14][C:10]=3[CH:9]=2)[CH:5]=[CH:4][N:3]=1.[N:21]1(N)[CH2:26][CH2:25][CH2:24][CH2:23][CH2:22]1. (2) Reactant: [N+:1]([C:4]1[CH:5]=[C:6]2[C:10](=[CH:11][CH:12]=1)[NH:9][C:8](=[O:13])[C:7]2=[N:14][N:15]=[CH:16]C1(C)CC(C)(C(O)=O)CN1)([O-:3])=[O:2].Cl.[CH2:28](N=C=NCCCN(C)C)[CH3:29].O[C:40]1C2N=NNC=2C=CC=1.C([N:51]([CH2:54][CH3:55])[CH2:52][CH3:53])C.[NH2:56][C:57]1[CH:62]=[CH:61][CH:60]=[CH:59][C:58]=1[NH:63][C:64](=[O:75])[C:65]1[CH:70]=[CH:69][C:68]([NH:71][CH2:72][CH2:73][NH2:74])=[N:67][CH:66]=1.[Cl-].[Na+].[OH2:78]. Product: [NH2:56][C:57]1[CH:62]=[CH:61][CH:60]=[CH:59][C:58]=1[NH:63][C:64](=[O:75])[C:65]1[CH:70]=[CH:69][C:68]([NH:71][CH2:72][CH2:73][NH:74][C:28]([C:29]2[C:55]([CH3:40])=[C:54]([CH:16]=[N:15][N:14]=[C:7]3[C:6]4[C:10](=[CH:11][CH:12]=[C:4]([N+:1]([O-:3])=[O:2])[CH:5]=4)[NH:9][C:8]3=[O:13])[NH:51][C:52]=2[CH3:53])=[O:78])=[N:67][CH:66]=1. The catalyst class is: 3. (3) Reactant: [O:1]=[C:2]1[CH2:7][NH:6][CH2:5][CH2:4][N:3]1[CH:8]1[CH2:17][CH2:16][C:15]2[CH:14]=[C:13]([C:18]#[N:19])[CH:12]=[CH:11][C:10]=2[CH2:9]1.C(N(CC)CC)C.[O:27]=[C:28]1[C:37]2[C:32](=[CH:33][C:34]([CH2:38][CH:39]=O)=[CH:35][CH:36]=2)[CH2:31][CH2:30][O:29]1.C(O[BH-](OC(=O)C)OC(=O)C)(=O)C.[Na+]. Product: [O:1]=[C:2]1[CH2:7][N:6]([CH2:39][CH2:38][C:34]2[CH:33]=[C:32]3[C:37](=[CH:36][CH:35]=2)[C:28](=[O:27])[O:29][CH2:30][CH2:31]3)[CH2:5][CH2:4][N:3]1[CH:8]1[CH2:17][CH2:16][C:15]2[CH:14]=[C:13]([C:18]#[N:19])[CH:12]=[CH:11][C:10]=2[CH2:9]1. The catalyst class is: 701. (4) Reactant: [NH2:1][C:2]1[C:3]([CH3:17])=[C:4]([NH:9][C:10](=[O:16])[CH2:11][C:12]([CH3:15])([CH3:14])[CH3:13])[C:5]([CH3:8])=[CH:6][CH:7]=1.[F:18][C:19]([F:29])([F:28])[C:20]1[CH:27]=[CH:26][C:23]([CH:24]=O)=[CH:22][CH:21]=1.[BH4-].[Na+].CO. Product: [CH3:17][C:3]1[C:2]([NH:1][CH2:24][C:23]2[CH:22]=[CH:21][C:20]([C:19]([F:18])([F:28])[F:29])=[CH:27][CH:26]=2)=[CH:7][CH:6]=[C:5]([CH3:8])[C:4]=1[NH:9][C:10](=[O:16])[CH2:11][C:12]([CH3:13])([CH3:14])[CH3:15]. The catalyst class is: 1. (5) Reactant: [NH2:1][C:2]1[CH:3]=[C:4]2[C:8](=[CH:9][CH:10]=1)[N:7]([C:11]([O:13][C:14]([CH3:17])([CH3:16])[CH3:15])=[O:12])[N:6]=[C:5]2[C:18]1[CH:23]=[CH:22][CH:21]=[CH:20][CH:19]=1.O1CCCC1.[F:29][C:30]1[CH:31]=[C:32]([S:36](Cl)(=[O:38])=[O:37])[CH:33]=[CH:34][CH:35]=1. Product: [C:14]([O:13][C:11]([N:7]1[C:8]2[C:4](=[CH:3][C:2]([NH:1][S:36]([C:32]3[CH:33]=[CH:34][CH:35]=[C:30]([F:29])[CH:31]=3)(=[O:38])=[O:37])=[CH:10][CH:9]=2)[C:5]([C:18]2[CH:19]=[CH:20][CH:21]=[CH:22][CH:23]=2)=[N:6]1)=[O:12])([CH3:17])([CH3:16])[CH3:15]. The catalyst class is: 66.